This data is from Full USPTO retrosynthesis dataset with 1.9M reactions from patents (1976-2016). The task is: Predict the reactants needed to synthesize the given product. (1) Given the product [Cl:22][C:23]1[C:24]([CH2:34][O:35][CH:36]2[CH2:41][CH2:40][CH2:39][CH2:38][O:37]2)=[C:25]([CH:29]=[O:33])[CH:26]=[N:27][CH:28]=1, predict the reactants needed to synthesize it. The reactants are: BrC1C=NC=C(Cl)C=1COC1CCCCO1.C(OC=O)C.[Cl:22][C:23]1[C:24]([CH2:34][O:35][CH:36]2[CH2:41][CH2:40][CH2:39][CH2:38][O:37]2)=[C:25]([C:29](=[O:33])COC)[CH:26]=[N:27][CH:28]=1. (2) Given the product [C:1]([C:5]1[CH:6]=[CH:7][C:8]([O:11][CH2:18][CH2:17][N:15]([CH3:16])[CH3:14])=[CH:9][CH:10]=1)([CH3:4])([CH3:2])[CH3:3], predict the reactants needed to synthesize it. The reactants are: [C:1]([C:5]1[CH:10]=[CH:9][C:8]([OH:11])=[CH:7][CH:6]=1)([CH3:4])([CH3:3])[CH3:2].[H-].[Na+].[CH3:14][N:15]([CH2:17][CH2:18]Br)[CH3:16]. (3) Given the product [Cl:1][C:2]1[CH:7]=[CH:6][CH:5]=[CH:4][C:3]=1[C:8]1[CH:17]=[C:16]([N:43]2[CH2:42][CH:41]3[CH2:46][CH:44]2[CH2:45][N:40]3[CH:37]([CH3:39])[CH3:38])[CH:15]=[C:14]2[C:9]=1[CH2:10][N:11]([CH2:28][C:29]1[CH:34]=[CH:33][C:32]([O:35][CH3:36])=[CH:31][CH:30]=1)[C:12](=[O:27])[N:13]2[C:19]1[C:24]([Cl:25])=[CH:23][CH:22]=[CH:21][C:20]=1[Cl:26], predict the reactants needed to synthesize it. The reactants are: [Cl:1][C:2]1[CH:7]=[CH:6][CH:5]=[CH:4][C:3]=1[C:8]1[CH:17]=[C:16](I)[CH:15]=[C:14]2[C:9]=1[CH2:10][N:11]([CH2:28][C:29]1[CH:34]=[CH:33][C:32]([O:35][CH3:36])=[CH:31][CH:30]=1)[C:12](=[O:27])[N:13]2[C:19]1[C:24]([Cl:25])=[CH:23][CH:22]=[CH:21][C:20]=1[Cl:26].[CH:37]([N:40]1[CH2:45][CH:44]2[CH2:46][CH:41]1[CH2:42][NH:43]2)([CH3:39])[CH3:38]. (4) Given the product [N+:14]([C:11]1[N:12]=[CH:13][C:8]([N:4]2[CH2:5][CH:2]([OH:1])[CH2:3]2)=[CH:9][CH:10]=1)([O-:16])=[O:15], predict the reactants needed to synthesize it. The reactants are: [OH:1][CH:2]1[CH2:5][NH:4][CH2:3]1.Cl.Br[C:8]1[CH:9]=[CH:10][C:11]([N+:14]([O-:16])=[O:15])=[N:12][CH:13]=1.C(N(C(C)C)CC)(C)C. (5) Given the product [Cl:1][C:2]1[CH:3]=[CH:4][C:5]2[N:11]3[C:14]([CH2:15][F:16])=[N:13][N:12]=[C:10]3[C@@H:9]([CH2:18][C:19]3[S:20][C:21]([CH2:24][CH2:25][C:26]([O:28][CH3:29])=[O:27])=[CH:22][N:23]=3)[S:8][C@H:7]([C:30]3[CH:35]=[CH:34][CH:33]=[C:32]([O:36][CH3:37])[C:31]=3[O:38][CH3:39])[C:6]=2[CH:40]=1, predict the reactants needed to synthesize it. The reactants are: [Cl:1][C:2]1[CH:3]=[CH:4][C:5]2[NH:11]/[C:10](=[N:12]\[NH:13][C:14](=O)[CH2:15][F:16])/[C@@H:9]([CH2:18][C:19]3[S:20][C:21]([CH2:24][CH2:25][C:26]([O:28][CH3:29])=[O:27])=[CH:22][N:23]=3)[S:8][C@H:7]([C:30]3[CH:35]=[CH:34][CH:33]=[C:32]([O:36][CH3:37])[C:31]=3[O:38][CH3:39])[C:6]=2[CH:40]=1.